This data is from NCI-60 drug combinations with 297,098 pairs across 59 cell lines. The task is: Regression. Given two drug SMILES strings and cell line genomic features, predict the synergy score measuring deviation from expected non-interaction effect. (1) Drug 1: COC1=C2C(=CC3=C1OC=C3)C=CC(=O)O2. Drug 2: C1CN(P(=O)(OC1)NCCCl)CCCl. Cell line: CAKI-1. Synergy scores: CSS=-7.46, Synergy_ZIP=4.35, Synergy_Bliss=0.0664, Synergy_Loewe=-5.35, Synergy_HSA=-6.18. (2) Drug 1: C1CCN(CC1)CCOC2=CC=C(C=C2)C(=O)C3=C(SC4=C3C=CC(=C4)O)C5=CC=C(C=C5)O. Drug 2: COCCOC1=C(C=C2C(=C1)C(=NC=N2)NC3=CC=CC(=C3)C#C)OCCOC.Cl. Cell line: HCC-2998. Synergy scores: CSS=-3.51, Synergy_ZIP=3.98, Synergy_Bliss=0.698, Synergy_Loewe=-1.67, Synergy_HSA=-4.53.